This data is from Full USPTO retrosynthesis dataset with 1.9M reactions from patents (1976-2016). The task is: Predict the reactants needed to synthesize the given product. (1) Given the product [Cl:1][C:2]1[CH:7]=[C:6]2[C:5](=[CH:4][CH:3]=1)[N+:17]([O-:19])=[C:10]([C:11]([O:13][CH2:14][CH3:15])=[O:12])[C:9]([OH:16])=[N:8]2, predict the reactants needed to synthesize it. The reactants are: [Cl:1][C:2]1[CH:3]=[CH:4][C:5]([N+:17]([O-:19])=O)=[C:6]([NH:8][C:9](=[O:16])[CH2:10][C:11]([O:13][CH2:14][CH3:15])=[O:12])[CH:7]=1.CC(C)([O-])C.[K+].Cl. (2) The reactants are: [NH2:1][CH:2]([C:11]1[C:16]([O:17][CH3:18])=[CH:15][CH:14]=[CH:13][C:12]=1[O:19][CH3:20])[CH2:3][CH:4]([CH3:10])[C:5]([O:7]CC)=O.[Cl:21][C:22]1[CH:23]=[C:24]([CH:27]=[CH:28][C:29]=1[O:30][CH:31]([F:33])[F:32])[CH:25]=O. Given the product [Cl:21][C:22]1[CH:23]=[C:24]([CH:27]=[CH:28][C:29]=1[O:30][CH:31]([F:32])[F:33])[CH2:25][N:1]1[CH:2]([C:11]2[C:12]([O:19][CH3:20])=[CH:13][CH:14]=[CH:15][C:16]=2[O:17][CH3:18])[CH2:3][CH:4]([CH3:10])[C:5]1=[O:7], predict the reactants needed to synthesize it. (3) Given the product [CH3:14][O:9][C:8]([C:6]1[C:5]([F:11])=[CH:4][CH:3]=[C:2]([Cl:1])[N:7]=1)=[O:10], predict the reactants needed to synthesize it. The reactants are: [Cl:1][C:2]1[N:7]=[C:6]([C:8]([OH:10])=[O:9])[C:5]([F:11])=[CH:4][CH:3]=1.[OH-].[Na+].[CH3:14]O. (4) Given the product [C:86]([N:89]1[CH2:94][CH2:93][N:92]([C:2]2[CH:33]=[CH:32][C:5]([CH2:6][CH:7]3[C:16]4[C:11](=[CH:12][C:13]([O:17][CH2:18][C:19]5[CH:24]=[CH:23][CH:22]=[CH:21][CH:20]=5)=[CH:14][CH:15]=4)[CH2:10][CH2:9][N:8]3[C:25]3[CH:30]=[CH:29][C:28]([F:31])=[CH:27][CH:26]=3)=[CH:4][CH:3]=2)[CH2:91][CH2:90]1)(=[O:88])[CH3:87], predict the reactants needed to synthesize it. The reactants are: Br[C:2]1[CH:33]=[CH:32][C:5]([CH2:6][CH:7]2[C:16]3[C:11](=[CH:12][C:13]([O:17][CH2:18][C:19]4[CH:24]=[CH:23][CH:22]=[CH:21][CH:20]=4)=[CH:14][CH:15]=3)[CH2:10][CH2:9][N:8]2[C:25]2[CH:30]=[CH:29][C:28]([F:31])=[CH:27][CH:26]=2)=[CH:4][CH:3]=1.C1C=CC(P(C2C(C3C(P(C4C=CC=CC=4)C4C=CC=CC=4)=CC=C4C=3C=CC=C4)=C3C(C=CC=C3)=CC=2)C2C=CC=CC=2)=CC=1.CC(C)([O-])C.[Na+].[C:86]([N:89]1[CH2:94][CH2:93][NH:92][CH2:91][CH2:90]1)(=[O:88])[CH3:87]. (5) Given the product [ClH:41].[CH3:39][C:37]1[CH:38]=[C:33]([CH:34]=[C:35]([CH3:40])[CH:36]=1)[O:32][C:13]1[CH:12]=[CH:11][C:10]([C:9]2[N:5]([CH2:4][CH2:3][C:1]#[N:2])[N:6]=[N:7][N:8]=2)=[CH:15][C:14]=1[S:16]([N:19]1[CH2:24][CH2:23][NH:22][CH2:21][CH2:20]1)(=[O:18])=[O:17], predict the reactants needed to synthesize it. The reactants are: [C:1]([CH2:3][CH2:4][N:5]1[C:9]([C:10]2[CH:11]=[CH:12][C:13]([O:32][C:33]3[CH:38]=[C:37]([CH3:39])[CH:36]=[C:35]([CH3:40])[CH:34]=3)=[C:14]([S:16]([N:19]3[CH2:24][CH2:23][N:22](C(OC(C)(C)C)=O)[CH2:21][CH2:20]3)(=[O:18])=[O:17])[CH:15]=2)=[N:8][N:7]=[N:6]1)#[N:2].[ClH:41]. (6) Given the product [F:14][C:15]([F:26])([F:25])[C:16]([N:9]1[CH2:10][CH2:11][C:5]2[CH:4]=[C:3]([O:2][CH3:1])[C:13]([N+:27]([O-:29])=[O:28])=[CH:12][C:6]=2[CH2:7][CH2:8]1)=[O:17].[F:23][C:20]([F:21])([F:22])[C:19]([N:9]1[CH2:10][CH2:11][C:5]2[C:4]([N+:27]([O-:30])=[O:28])=[C:3]([O:2][CH3:1])[CH:13]=[CH:12][C:6]=2[CH2:7][CH2:8]1)=[O:24], predict the reactants needed to synthesize it. The reactants are: [CH3:1][O:2][C:3]1[CH:13]=[CH:12][C:6]2[CH2:7][CH2:8][NH:9][CH2:10][CH2:11][C:5]=2[CH:4]=1.[F:14][C:15]([F:26])([F:25])[C:16](O[C:19](=[O:24])[C:20]([F:23])([F:22])[F:21])=[O:17].[N+:27]([O-:30])([O-:29])=[O:28].[K+]. (7) Given the product [CH3:5][O:8][C:2]([C@@:1]12[CH2:10][C@:9]1([C:14]1[CH:19]=[CH:18][CH:17]=[CH:16][CH:15]=1)[CH2:25][CH2:24][O:23][C:20](=[O:22])[NH:3]2)=[O:4], predict the reactants needed to synthesize it. The reactants are: [C:1](#[N:3])[CH3:2].[OH2:4].[C:5]([OH:8])(=O)C.[C:9](O)(=O)[CH3:10].I[C:14]1[CH:19]=[CH:18][CH:17]=[CH:16][CH:15]=1.[C:20]([O:23][CH2:24][CH3:25])(=[O:22])C. (8) Given the product [CH3:28][O:30][C:15]1[CH:14]=[C:13]([C:12]2[N:19]=[CH:27][NH:26][C:5]=2[C:4]2[CH:7]=[CH:8][C:9]([O:10][CH3:11])=[C:2]([OH:1])[CH:3]=2)[CH:18]=[C:17]([O:23][CH3:20])[CH:16]=1, predict the reactants needed to synthesize it. The reactants are: [OH:1][C:2]1[CH:3]=[C:4]([CH:7]=[CH:8][C:9]=1[O:10][CH3:11])[CH:5]=O.[CH2:12]([NH2:19])[C:13]1[CH:18]=[CH:17][CH:16]=[CH:15][CH:14]=1.[C:20](=[O:23])([O-])[O-].[K+].[K+].[N:26]#[C-:27].[CH:28]([O-:30])=O.[NH4+]. (9) Given the product [Cl:15][C:5]1[C:6]2[C:11](=[CH:10][CH:9]=[CH:8][CH:7]=2)[C:2]([OH:1])=[C:3]([C:12](=[O:14])[CH3:13])[CH:4]=1, predict the reactants needed to synthesize it. The reactants are: [OH:1][C:2]1[C:11]2[C:6](=[CH:7][CH:8]=[CH:9][CH:10]=2)[CH:5]=[CH:4][C:3]=1[C:12](=[O:14])[CH3:13].[Cl:15]N1C(=O)CCC1=O.